This data is from Catalyst prediction with 721,799 reactions and 888 catalyst types from USPTO. The task is: Predict which catalyst facilitates the given reaction. (1) Reactant: [Si:1]([O:18][CH2:19][CH2:20][C:21]1[C:22](=[O:38])[N:23]([C:27]2[C:32]([CH3:33])=[CH:31][C:30]([N+:34]([O-])=O)=[CH:29][C:28]=2[CH3:37])[CH:24]=[CH:25][CH:26]=1)([C:14]([CH3:17])([CH3:16])[CH3:15])([C:8]1[CH:13]=[CH:12][CH:11]=[CH:10][CH:9]=1)[C:2]1[CH:7]=[CH:6][CH:5]=[CH:4][CH:3]=1.[H][H]. Product: [NH2:34][C:30]1[CH:31]=[C:32]([CH3:33])[C:27]([N:23]2[CH:24]=[CH:25][CH:26]=[C:21]([CH2:20][CH2:19][O:18][Si:1]([C:14]([CH3:15])([CH3:16])[CH3:17])([C:2]3[CH:7]=[CH:6][CH:5]=[CH:4][CH:3]=3)[C:8]3[CH:9]=[CH:10][CH:11]=[CH:12][CH:13]=3)[C:22]2=[O:38])=[C:28]([CH3:37])[CH:29]=1. The catalyst class is: 123. (2) Reactant: [C:1]1([CH3:16])[CH:6]=[CH:5][CH:4]=[CH:3][C:2]=1[PH:7](=[O:15])[C:8]1[CH:13]=[CH:12][CH:11]=[CH:10][C:9]=1[CH3:14].[OH-:17].[Na+].OO.Cl. Product: [C:9]1([CH3:14])[CH:10]=[CH:11][CH:12]=[CH:13][C:8]=1[P:7]([C:2]1[CH:3]=[CH:4][CH:5]=[CH:6][C:1]=1[CH3:16])(=[O:17])[OH:15]. The catalyst class is: 22. (3) Reactant: [CH2:1]([NH:3][C:4](=[O:28])[CH2:5][C:6]1[CH:11]=[C:10]([O:12]C)[CH:9]=[CH:8][C:7]=1[S:14](=[O:27])(=[O:26])[NH:15][C:16]1[CH:17]=[CH:18][C:19]2[CH2:23][O:22][B:21]([OH:24])[C:20]=2[CH:25]=1)[CH3:2].B(Br)(Br)Br. The catalyst class is: 2. Product: [CH2:1]([NH:3][C:4](=[O:28])[CH2:5][C:6]1[CH:11]=[C:10]([OH:12])[CH:9]=[CH:8][C:7]=1[S:14](=[O:27])(=[O:26])[NH:15][C:16]1[CH:17]=[CH:18][C:19]2[CH2:23][O:22][B:21]([OH:24])[C:20]=2[CH:25]=1)[CH3:2]. (4) Reactant: [Si]([O:8][CH2:9][C:10]1([CH3:35])[S:16][CH2:15][CH2:14][N:13]2[C:17]([C:20]3([C:23]4[CH:28]=[CH:27][C:26]([C:29]5[C:30]([CH3:34])=[N:31][NH:32][CH:33]=5)=[CH:25][CH:24]=4)[CH2:22][CH2:21]3)=[N:18][N:19]=[C:12]2[CH2:11]1)(C(C)(C)C)(C)C.Cl. Product: [CH3:35][C:10]1([CH2:9][OH:8])[S:16][CH2:15][CH2:14][N:13]2[C:17]([C:20]3([C:23]4[CH:24]=[CH:25][C:26]([C:29]5[C:30]([CH3:34])=[N:31][NH:32][CH:33]=5)=[CH:27][CH:28]=4)[CH2:22][CH2:21]3)=[N:18][N:19]=[C:12]2[CH2:11]1. The catalyst class is: 5. (5) Reactant: [CH3:1][O:2][CH2:3][CH2:4][O:5][C:6]1[CH:7]=[C:8]([CH3:39])[C:9]([C:12]2[C:13]3[CH:20]=[C:19]([CH2:21][O:22][C:23]4[CH:28]=[CH:27][C:26]([C@@H:29]([C:36]#[C:37][CH3:38])[CH2:30][C:31]([O:33]CC)=[O:32])=[CH:25][CH:24]=4)[CH:18]=[CH:17][C:14]=3[S:15][CH:16]=2)=[N:10][CH:11]=1.[Li+].[OH-].Cl. Product: [CH3:1][O:2][CH2:3][CH2:4][O:5][C:6]1[CH:7]=[C:8]([CH3:39])[C:9]([C:12]2[C:13]3[CH:20]=[C:19]([CH2:21][O:22][C:23]4[CH:28]=[CH:27][C:26]([C@@H:29]([C:36]#[C:37][CH3:38])[CH2:30][C:31]([OH:33])=[O:32])=[CH:25][CH:24]=4)[CH:18]=[CH:17][C:14]=3[S:15][CH:16]=2)=[N:10][CH:11]=1. The catalyst class is: 14. (6) Reactant: [F:1][C:2]1[CH:7]=[CH:6][C:5]([CH:8]2[CH2:13][CH:12]([OH:14])[CH2:11][CH2:10][NH:9]2)=[C:4]([CH3:15])[CH:3]=1.S(N[C@@H](C(O)=O)CC1C=CC=CC=1)(C1C=CC(C)=CC=1)(=O)=O. Product: [F:1][C:2]1[CH:7]=[CH:6][C:5]([C@H:8]2[CH2:13][C@@H:12]([OH:14])[CH2:11][CH2:10][NH:9]2)=[C:4]([CH3:15])[CH:3]=1. The catalyst class is: 5. (7) Reactant: [Cl:1][C:2]1[CH:3]=[C:4]([CH:22]=[CH:23][C:24]=1[Cl:25])[C:5]([NH:7][C:8]1[CH:13]=[CH:12][C:11]([O:14][C:15]2[CH:20]=[CH:19][CH:18]=[CH:17][CH:16]=2)=[C:10]([F:21])[CH:9]=1)=[O:6].[C:26]1(=[O:32])[O:31][C:29](=[O:30])[CH2:28][CH2:27]1.[Cl-].[Al+3].[Cl-].[Cl-]. Product: [Cl:1][C:2]1[CH:3]=[C:4]([CH:22]=[CH:23][C:24]=1[Cl:25])[C:5]([NH:7][C:8]1[CH:13]=[CH:12][C:11]([O:14][C:15]2[CH:20]=[CH:19][C:18]([C:26](=[O:32])[CH2:27][CH2:28][C:29]([OH:31])=[O:30])=[CH:17][CH:16]=2)=[C:10]([F:21])[CH:9]=1)=[O:6]. The catalyst class is: 26.